From a dataset of Reaction yield outcomes from USPTO patents with 853,638 reactions. Predict the reaction yield, written as a fraction of the theoretical maximum amount of product (1.0 means a 100% yield; for example, 0.34 means a 34% yield). (1) The reactants are [H-].[Na+].CN(C=O)C.[I:8][C:9]1[CH:14]=[CH:13][C:12]([C:15]2[S:16][C:17]3[CH:23]=[C:22](O)[CH:21]=[CH:20][C:18]=3[N:19]=2)=[CH:11][CH:10]=1.[CH3:25][O:26][CH2:27]Cl. The catalyst is C(N(CC)CC)C. The product is [I:8][C:9]1[CH:14]=[CH:13][C:12]([C:15]2[S:16][C:17]3[CH:23]=[C:22]([CH2:25][O:26][CH3:27])[CH:21]=[CH:20][C:18]=3[N:19]=2)=[CH:11][CH:10]=1. The yield is 0.937. (2) The reactants are [C:1]([O:5][C:6](=[O:20])[NH:7][CH2:8][C:9](=O)[CH2:10][NH:11][C:12]([O:14][C:15]([CH3:18])([CH3:17])[CH3:16])=[O:13])([CH3:4])([CH3:3])[CH3:2].[C:21]([CH:26]=P(C1C=CC=CC=1)(C1C=CC=CC=1)C1C=CC=CC=1)([O:23][CH2:24][CH3:25])=[O:22]. The catalyst is C1C=CC=CC=1. The product is [CH2:24]([O:23][C:21](=[O:22])[CH:26]=[C:9]([CH2:10][NH:11][C:12]([O:14][C:15]([CH3:18])([CH3:17])[CH3:16])=[O:13])[CH2:8][NH:7][C:6]([O:5][C:1]([CH3:4])([CH3:3])[CH3:2])=[O:20])[CH3:25]. The yield is 0.750. (3) The reactants are [CH:1]1([Mg]Br)[CH2:3][CH2:2]1.[Cl:6][C:7]1[CH:12]=[C:11]([Cl:13])[CH:10]=[CH:9][C:8]=1[N:14]1[C:19]2=[N:20][C:21]3[C:22](=[C:23]([C:29](OC)=[O:30])[CH:24]=[CH:25][C:26]=3[O:27][CH3:28])[N:18]2[CH2:17][CH2:16][CH2:15]1.O1[CH2:37][CH2:36][CH2:35]C1. No catalyst specified. The product is [CH:1]1([C:29]([CH:35]2[CH2:36][CH2:37]2)([C:23]2[C:22]3[N:18]4[CH2:17][CH2:16][CH2:15][N:14]([C:8]5[CH:9]=[CH:10][C:11]([Cl:13])=[CH:12][C:7]=5[Cl:6])[C:19]4=[N:20][C:21]=3[C:26]([O:27][CH3:28])=[CH:25][CH:24]=2)[OH:30])[CH2:3][CH2:2]1. The yield is 0.800. (4) The reactants are [O:1]1[C:5]2[CH:6]=[CH:7][C:8]([C:10]3(O)[C:18]4[C:13](=[CH:14][CH:15]=[CH:16][CH:17]=4)[N:12]([CH2:19][CH2:20][CH2:21][CH2:22][CH3:23])[C:11]3=[O:24])=[CH:9][C:4]=2[O:3][CH2:2]1.C([N:28]1[CH:32]=[CH:31][N:30]=[CH:29]1)([N:28]1[CH:32]=[CH:31][N:30]=[CH:29]1)=O. The catalyst is C(Cl)Cl. The product is [O:1]1[C:5]2[CH:6]=[CH:7][C:8]([C:10]3([N:28]4[CH:32]=[CH:31][N:30]=[CH:29]4)[C:18]4[C:13](=[CH:14][CH:15]=[CH:16][CH:17]=4)[N:12]([CH2:19][CH2:20][CH2:21][CH2:22][CH3:23])[C:11]3=[O:24])=[CH:9][C:4]=2[O:3][CH2:2]1. The yield is 0.540. (5) The product is [NH2:1][C:4]1[CH:5]=[N:6][CH:7]=[CH:8][C:9]=1[CH2:10][CH2:11][OH:12]. The reactants are [N+:1]([C:4]1[CH:5]=[N:6][CH:7]=[CH:8][C:9]=1[CH2:10][CH2:11][OH:12])([O-])=O.[H][H]. The yield is 0.810. The catalyst is CO.[Pd]. (6) The reactants are Cl.Cl.[NH2:3][C:4]1[C:13]2[N:14]=[C:15]([CH2:25][O:26][CH2:27][CH3:28])[N:16]([CH2:17][C:18]3([OH:24])[CH2:23][CH2:22][NH:21][CH2:20][CH2:19]3)[C:12]=2[C:11]2[CH:10]=[CH:9][CH:8]=[CH:7][C:6]=2[N:5]=1.C(Cl)(Cl)Cl.C(N(CC)CC)C.[CH3:40][S:41](Cl)(=[O:43])=[O:42]. The catalyst is CN(C)C=O.N1C=CC=CC=1. The product is [NH2:3][C:4]1[C:13]2[N:14]=[C:15]([CH2:25][O:26][CH2:27][CH3:28])[N:16]([CH2:17][C:18]3([OH:24])[CH2:19][CH2:20][N:21]([S:41]([CH3:40])(=[O:43])=[O:42])[CH2:22][CH2:23]3)[C:12]=2[C:11]2[CH:10]=[CH:9][CH:8]=[CH:7][C:6]=2[N:5]=1. The yield is 0.360. (7) The yield is 0.840. The catalyst is CN(C=O)C. The product is [CH:1]1([C@H:7]([NH:11][C:12]([C:14]2[CH:19]=[N:18][CH:17]=[CH:16][N:15]=2)=[O:13])[C:8]([NH:20][C@@H:21]([C:22]([CH3:25])([CH3:24])[CH3:23])[C:26]([O:28][CH3:29])=[O:27])=[O:10])[CH2:2][CH2:3][CH2:4][CH2:5][CH2:6]1. The reactants are [CH:1]1([C@H:7]([NH:11][C:12]([C:14]2[CH:19]=[N:18][CH:17]=[CH:16][N:15]=2)=[O:13])[C:8]([OH:10])=O)[CH2:6][CH2:5][CH2:4][CH2:3][CH2:2]1.[NH2:20][C@H:21]([C:26]([O:28][CH3:29])=[O:27])[C:22]([CH3:25])([CH3:24])[CH3:23].Cl.C(N=C=NCCCN(C)C)C.ON1C2N=CC=CC=2N=N1. (8) The reactants are [F:1][C:2]1[CH:7]=[CH:6][C:5]([C@H:8]2[CH2:10][C@@H:9]2[CH2:11][OH:12])=[C:4]([O:13][CH3:14])[CH:3]=1.Cl[C:16]1[CH:21]=[CH:20][N:19]2[C:22]([CH2:25][CH:26]3[CH2:28][CH2:27]3)=[N:23][N:24]=[C:18]2[C:17]=1[C:29]([F:32])([F:31])[F:30]. No catalyst specified. The product is [CH:26]1([CH2:25][C:22]2[N:19]3[CH:20]=[CH:21][C:16]([O:12][CH2:11][C@H:9]4[CH2:10][C@@H:8]4[C:5]4[CH:6]=[CH:7][C:2]([F:1])=[CH:3][C:4]=4[O:13][CH3:14])=[C:17]([C:29]([F:30])([F:31])[F:32])[C:18]3=[N:24][N:23]=2)[CH2:28][CH2:27]1. The yield is 0.0300. (9) The catalyst is CCO.[Pd]. The product is [NH2:12][C:5]1[CH:4]=[CH:3][C:2]([F:1])=[CH:11][C:6]=1[C:7]([NH:9][CH3:10])=[O:8]. The reactants are [F:1][C:2]1[CH:3]=[CH:4][C:5]([N+:12]([O-])=O)=[C:6]([CH:11]=1)[C:7]([NH:9][CH3:10])=[O:8]. The yield is 1.00.